This data is from Peptide-MHC class II binding affinity with 134,281 pairs from IEDB. The task is: Regression. Given a peptide amino acid sequence and an MHC pseudo amino acid sequence, predict their binding affinity value. This is MHC class II binding data. (1) The peptide sequence is EADYSQIPISINYRT. The MHC is DRB1_1501 with pseudo-sequence DRB1_1501. The binding affinity (normalized) is 0.356. (2) The peptide sequence is FDPYGAKISATPESA. The MHC is HLA-DQA10501-DQB10301 with pseudo-sequence HLA-DQA10501-DQB10301. The binding affinity (normalized) is 0.929. (3) The peptide sequence is KDYIALNEDLRSYTA. The MHC is DRB1_1101 with pseudo-sequence DRB1_1101. The binding affinity (normalized) is 0.384. (4) The binding affinity (normalized) is 0.0513. The MHC is DRB3_0202 with pseudo-sequence DRB3_0202. The peptide sequence is DVTITAPGDSPNTDG.